This data is from NCI-60 drug combinations with 297,098 pairs across 59 cell lines. The task is: Regression. Given two drug SMILES strings and cell line genomic features, predict the synergy score measuring deviation from expected non-interaction effect. (1) Drug 1: C1=CC(=CC=C1CC(C(=O)O)N)N(CCCl)CCCl.Cl. Drug 2: CC1=C(C(CCC1)(C)C)C=CC(=CC=CC(=CC(=O)O)C)C. Cell line: NCI-H226. Synergy scores: CSS=3.55, Synergy_ZIP=-0.241, Synergy_Bliss=3.42, Synergy_Loewe=-0.281, Synergy_HSA=2.45. (2) Drug 1: C#CCC(CC1=CN=C2C(=N1)C(=NC(=N2)N)N)C3=CC=C(C=C3)C(=O)NC(CCC(=O)O)C(=O)O. Drug 2: C1=NC2=C(N1)C(=S)N=CN2. Cell line: EKVX. Synergy scores: CSS=9.34, Synergy_ZIP=-2.74, Synergy_Bliss=-3.11, Synergy_Loewe=3.18, Synergy_HSA=-0.0987. (3) Drug 1: C(CC(=O)O)C(=O)CN.Cl. Drug 2: C1CCC(C(C1)N)N.C(=O)(C(=O)[O-])[O-].[Pt+4]. Cell line: U251. Synergy scores: CSS=18.6, Synergy_ZIP=-10.7, Synergy_Bliss=-7.53, Synergy_Loewe=-9.53, Synergy_HSA=-5.48. (4) Drug 1: C1=C(C(=O)NC(=O)N1)N(CCCl)CCCl. Drug 2: CCC(=C(C1=CC=CC=C1)C2=CC=C(C=C2)OCCN(C)C)C3=CC=CC=C3.C(C(=O)O)C(CC(=O)O)(C(=O)O)O. Cell line: UO-31. Synergy scores: CSS=17.0, Synergy_ZIP=-7.17, Synergy_Bliss=-4.94, Synergy_Loewe=-2.35, Synergy_HSA=-2.11. (5) Drug 1: CC1=C(C(CCC1)(C)C)C=CC(=CC=CC(=CC(=O)O)C)C. Drug 2: CC1=C(C=C(C=C1)NC(=O)C2=CC=C(C=C2)CN3CCN(CC3)C)NC4=NC=CC(=N4)C5=CN=CC=C5. Cell line: 786-0. Synergy scores: CSS=-4.12, Synergy_ZIP=1.10, Synergy_Bliss=-0.959, Synergy_Loewe=-3.10, Synergy_HSA=-3.77. (6) Drug 1: C1CC(=O)NC(=O)C1N2CC3=C(C2=O)C=CC=C3N. Drug 2: C1CN(P(=O)(OC1)NCCCl)CCCl. Cell line: SK-OV-3. Synergy scores: CSS=4.07, Synergy_ZIP=-1.25, Synergy_Bliss=1.50, Synergy_Loewe=-0.578, Synergy_HSA=0.565. (7) Drug 1: C1=CC(=CC=C1CC(C(=O)O)N)N(CCCl)CCCl.Cl. Drug 2: C(CN)CNCCSP(=O)(O)O. Cell line: SK-OV-3. Synergy scores: CSS=8.80, Synergy_ZIP=-1.24, Synergy_Bliss=1.21, Synergy_Loewe=-0.218, Synergy_HSA=-0.237. (8) Synergy scores: CSS=19.4, Synergy_ZIP=-1.40, Synergy_Bliss=5.15, Synergy_Loewe=1.58, Synergy_HSA=5.92. Drug 2: CN1CCC(CC1)COC2=C(C=C3C(=C2)N=CN=C3NC4=C(C=C(C=C4)Br)F)OC. Cell line: HCT-15. Drug 1: CS(=O)(=O)C1=CC(=C(C=C1)C(=O)NC2=CC(=C(C=C2)Cl)C3=CC=CC=N3)Cl.